Dataset: Catalyst prediction with 721,799 reactions and 888 catalyst types from USPTO. Task: Predict which catalyst facilitates the given reaction. (1) Reactant: CO[C:3]1[C:8]([O:9]C)=[CH:7][CH:6]=[CH:5][C:4]=1[C:11](=[O:23])[CH2:12][C:13]([C:15]1[CH:20]=[CH:19][C:18]([O:21]C)=[CH:17][CH:16]=1)=[O:14]. Product: [OH:9][C:8]1[CH:7]=[CH:6][CH:5]=[C:4]2[C:3]=1[O:14][C:13]([C:15]1[CH:20]=[CH:19][C:18]([OH:21])=[CH:17][CH:16]=1)=[CH:12][C:11]2=[O:23]. The catalyst class is: 313. (2) Reactant: [NH2:1][C:2]1[CH:3]=[C:4]2[C:13](=[CH:14][CH:15]=1)[O:12][CH2:11][C:10]1[N:5]2[CH:6]([CH3:17])[C:7](=[O:16])[NH:8][N:9]=1.[Br-:18].[Br-].[Br-].C([N+](CCCC)(CCCC)CCCC)CCC.C([N+](CCCC)(CCCC)CCCC)CCC.C([N+](CCCC)(CCCC)CCCC)CCC. Product: [NH2:1][C:2]1[CH:3]=[C:4]2[C:13](=[CH:14][C:15]=1[Br:18])[O:12][CH2:11][C:10]1[N:5]2[CH:6]([CH3:17])[C:7](=[O:16])[NH:8][N:9]=1. The catalyst class is: 100. (3) Reactant: [CH3:1][O:2][C:3]([C:5]1[CH:6]=[C:7]2[C:11](=[CH:12][CH:13]=1)[CH2:10][CH:9]([C:14]([O:16][CH2:17][CH3:18])=[O:15])[C:8]2=[O:19])=[O:4].[H-].[Na+].[CH3:22][CH2:23][O:24][C:25]([CH2:27]Br)=[O:26]. Product: [CH3:1][O:2][C:3]([C:5]1[CH:6]=[C:7]2[C:11](=[CH:12][CH:13]=1)[CH2:10][C:9]([CH2:27][C:25]([O:24][CH2:23][CH3:22])=[O:26])([C:14]([O:16][CH2:17][CH3:18])=[O:15])[C:8]2=[O:19])=[O:4]. The catalyst class is: 3. (4) Reactant: [CH2:1]1[C:6]2[CH:7]=[CH:8][C:9]([N:11]3[CH2:15][C@H:14]([CH2:16][NH:17][C:18](=[O:20])[CH3:19])[O:13][C:12]3=[O:21])=[CH:10][C:5]=2[CH2:4][CH2:3]S1.C[N+]1([O-])CCOCC1.[OH:30][S:31]([O-:33])=O.[Na+]. Product: [O:30]=[S:31]1(=[O:33])[CH2:3][CH2:4][C:5]2[CH:10]=[C:9]([N:11]3[CH2:15][C@H:14]([CH2:16][NH:17][C:18](=[O:20])[CH3:19])[O:13][C:12]3=[O:21])[CH:8]=[CH:7][C:6]=2[CH2:1]1. The catalyst class is: 95. (5) Reactant: [Cl:1][C:2]1[CH:3]=[C:4]([CH:15]=[C:16]([Cl:18])[CH:17]=1)[CH2:5][N:6]1[CH2:11][CH2:10][CH:9]([CH2:12][OH:13])[CH2:8][C:7]1=[O:14].[H-].[Na+].[S:21](Cl)([C:24]1[CH:30]=[CH:29][C:27]([CH3:28])=[CH:26][CH:25]=1)(=[O:23])=[O:22]. Product: [CH3:28][C:27]1[CH:29]=[CH:30][C:24]([S:21]([O:13][CH2:12][CH:9]2[CH2:10][CH2:11][N:6]([CH2:5][C:4]3[CH:15]=[C:16]([Cl:18])[CH:17]=[C:2]([Cl:1])[CH:3]=3)[C:7](=[O:14])[CH2:8]2)(=[O:23])=[O:22])=[CH:25][CH:26]=1. The catalyst class is: 1.